The task is: Regression. Given two drug SMILES strings and cell line genomic features, predict the synergy score measuring deviation from expected non-interaction effect.. This data is from NCI-60 drug combinations with 297,098 pairs across 59 cell lines. (1) Drug 1: CC12CCC(CC1=CCC3C2CCC4(C3CC=C4C5=CN=CC=C5)C)O. Drug 2: CC=C1C(=O)NC(C(=O)OC2CC(=O)NC(C(=O)NC(CSSCCC=C2)C(=O)N1)C(C)C)C(C)C. Cell line: HS 578T. Synergy scores: CSS=42.0, Synergy_ZIP=-5.23, Synergy_Bliss=-9.38, Synergy_Loewe=-46.5, Synergy_HSA=-10.7. (2) Drug 1: CN(CC1=CN=C2C(=N1)C(=NC(=N2)N)N)C3=CC=C(C=C3)C(=O)NC(CCC(=O)O)C(=O)O. Drug 2: C1=NC2=C(N=C(N=C2N1C3C(C(C(O3)CO)O)O)F)N. Cell line: HCT116. Synergy scores: CSS=51.8, Synergy_ZIP=-2.06, Synergy_Bliss=-7.94, Synergy_Loewe=-16.4, Synergy_HSA=-9.55.